Dataset: Catalyst prediction with 721,799 reactions and 888 catalyst types from USPTO. Task: Predict which catalyst facilitates the given reaction. Reactant: [CH2:1]([O:8][C:9]([NH:11][C@@H:12]([C:16]1[CH:21]=[CH:20][CH:19]=[CH:18][CH:17]=1)[C:13](O)=[O:14])=[O:10])[C:2]1[CH:7]=[CH:6][CH:5]=[CH:4][CH:3]=1.C[N:23]1CCOCC1.ClC(OCC)=O.[OH-].[NH4+]. Product: [CH2:1]([O:8][C:9](=[O:10])[NH:11][C@@H:12]([C:16]1[CH:21]=[CH:20][CH:19]=[CH:18][CH:17]=1)[C:13]([NH2:23])=[O:14])[C:2]1[CH:7]=[CH:6][CH:5]=[CH:4][CH:3]=1. The catalyst class is: 7.